Dataset: Catalyst prediction with 721,799 reactions and 888 catalyst types from USPTO. Task: Predict which catalyst facilitates the given reaction. (1) Reactant: [N+](=[CH:3][C:4]([C:6]1[O:7][CH:8]=[CH:9][CH:10]=1)=[O:5])=[N-].[Cl:11][C:12]1[C:13](=[O:22])[C:14](=[O:21])[C:15]([Cl:20])=[C:16]([Cl:19])[C:17]=1[Cl:18]. Product: [O:7]1[CH:8]=[CH:9][CH:10]=[C:6]1[C:4]([CH:3]1[O:22][C:13]2[C:12]([Cl:11])=[C:17]([Cl:18])[C:16]([Cl:19])=[C:15]([Cl:20])[C:14]=2[O:21]1)=[O:5]. The catalyst class is: 48. (2) Reactant: [CH3:1][Si](C=[N+]=[N-])(C)C.[C:8]([O:12][C:13](=[O:25])[CH2:14][C@@:15]1([CH2:21][C:22]([OH:24])=[O:23])[CH2:19][CH2:18][C@@H:17]([CH3:20])[CH2:16]1)([CH3:11])([CH3:10])[CH3:9]. Product: [C:8]([O:12][C:13](=[O:25])[CH2:14][C@@:15]1([CH2:21][C:22]([O:24][CH3:1])=[O:23])[CH2:19][CH2:18][C@@H:17]([CH3:20])[CH2:16]1)([CH3:9])([CH3:10])[CH3:11]. The catalyst class is: 224.